Task: Predict the product of the given reaction.. Dataset: Forward reaction prediction with 1.9M reactions from USPTO patents (1976-2016) Given the reactants [CH3:1][CH2:2][N:3](CC)CC.[C:8](Br)(=[O:15])[C:9]1[CH:14]=[CH:13][CH:12]=[CH:11][CH:10]=1.[N:17]#[C:18][NH2:19].[C:20](O)([C:22](F)(F)F)=O.BrC#N, predict the reaction product. The product is: [C:18]([N:19]1[CH2:22][CH2:20][CH:2]([NH:3][C:8](=[O:15])[C:9]2[CH:14]=[CH:13][CH:12]=[CH:11][CH:10]=2)[CH2:1]1)#[N:17].[N:17]#[C:18][NH2:19].